Dataset: Catalyst prediction with 721,799 reactions and 888 catalyst types from USPTO. Task: Predict which catalyst facilitates the given reaction. (1) Reactant: [CH3:1][CH:2]1[CH2:7][C:6](=[O:8])[CH2:5][CH:4]([CH3:9])[O:3]1.C(O[BH-](OC(=O)C)OC(=O)C)(=O)C.[Na+].C(O)(=O)C. Product: [CH3:1][CH:2]1[CH2:7][CH:6]([OH:8])[CH2:5][CH:4]([CH3:9])[O:3]1. The catalyst class is: 26. (2) The catalyst class is: 549. Reactant: [C:1]([O:5][C:6](=[O:35])[NH:7][C:8]([C:10]1[S:11][C:12]([S:33][CH3:34])=[C:13]([S:15]([C:18]2[CH:19]=[C:20]([C:24]3[CH:29]=[C:28]([CH2:30][OH:31])[CH:27]=[CH:26][C:25]=3[CH3:32])[CH:21]=[CH:22][CH:23]=2)(=[O:17])=[O:16])[CH:14]=1)=[NH:9])([CH3:4])([CH3:3])[CH3:2].C(N(CC)CC)C.C(O)(C)C.CCOC(C)=O. Product: [C:1]([O:5][C:6](=[O:35])[NH:7][C:8]([C:10]1[S:11][C:12]([S:33][CH3:34])=[C:13]([S:15]([C:18]2[CH:19]=[C:20]([C:24]3[CH:29]=[C:28]([CH:30]=[O:31])[CH:27]=[CH:26][C:25]=3[CH3:32])[CH:21]=[CH:22][CH:23]=2)(=[O:17])=[O:16])[CH:14]=1)=[NH:9])([CH3:4])([CH3:3])[CH3:2]. (3) Reactant: Cl[C:2]1[N:7]=[C:6]([NH2:8])[CH:5]=[N:4][CH:3]=1.[CH3:9][O-:10].[Na+]. Product: [CH3:9][O:10][C:2]1[N:7]=[C:6]([NH2:8])[CH:5]=[N:4][CH:3]=1. The catalyst class is: 5.